This data is from Full USPTO retrosynthesis dataset with 1.9M reactions from patents (1976-2016). The task is: Predict the reactants needed to synthesize the given product. (1) Given the product [O:1]=[C:2]1[N:6]([CH3:32])[C:5]([C:12]2[CH:17]=[CH:16][CH:15]=[C:14]([CH3:18])[CH:13]=2)([CH2:7][O:8][CH2:9][CH:10]=[CH2:11])[C:4](=[O:19])[N:3]1[C:20]1[CH:27]=[CH:26][C:23]([C:24]#[N:25])=[C:22]([C:28]([F:31])([F:29])[F:30])[CH:21]=1, predict the reactants needed to synthesize it. The reactants are: [O:1]=[C:2]1[NH:6][C:5]([C:12]2[CH:17]=[CH:16][CH:15]=[C:14]([CH3:18])[CH:13]=2)([CH2:7][O:8][CH2:9][CH:10]=[CH2:11])[C:4](=[O:19])[N:3]1[C:20]1[CH:27]=[CH:26][C:23]([C:24]#[N:25])=[C:22]([C:28]([F:31])([F:30])[F:29])[CH:21]=1.[C:32](=O)([O-])[O-].[K+].[K+].CI. (2) Given the product [Cl:23][C:10]1[CH:9]=[C:8]([NH:7][CH2:6][C:3]2[S:4][CH:5]=[CH:1][CH:2]=2)[C:13]([C:14]2[N:15]([CH2:24][O:32][CH3:31])[N:16]=[N:17][N:18]=2)=[CH:12][C:11]=1[S:19]([NH2:22])(=[O:21])=[O:20], predict the reactants needed to synthesize it. The reactants are: [CH:1]1[CH:2]=[C:3]([CH2:6][NH:7][C:8]2[C:13]([C:14]3[N:18]=[N:17][NH:16][N:15]=3)=[CH:12][C:11]([S:19]([NH2:22])(=[O:21])=[O:20])=[C:10]([Cl:23])[CH:9]=2)[S:4][CH:5]=1.[CH2:24]=O.CO.CN([CH:31]=[O:32])C.